The task is: Predict the product of the given reaction.. This data is from Forward reaction prediction with 1.9M reactions from USPTO patents (1976-2016). (1) The product is: [O:1]=[C:2]1[C@@H:8]2[C@@H:4]([CH2:5][CH2:6][N:7]2[C:28]([NH:27][C@H:22]2[CH2:23][CH2:24][CH2:25][CH2:26][NH:20][C:21]2=[O:38])=[O:29])[N:3]1[S:9]([OH:12])(=[O:11])=[O:10]. Given the reactants [O:1]=[C:2]1[C@@H:8]2[C@@H:4]([CH2:5][CH2:6][NH:7]2)[N:3]1[S:9]([OH:12])(=[O:11])=[O:10].C([N:20]1[CH2:26][CH2:25][CH2:24][CH2:23][C@H:22]([NH:27][C:28](ON2C(=O)CCC2=O)=[O:29])[C:21]1=[O:38])C1C=CC=CC=1.C(=O)(O)[O-].[Na+], predict the reaction product. (2) Given the reactants Br[C:2]1[CH:3]=[C:4]([C:9]2[O:10][C:11]([CH:14]3[CH2:16][CH2:15]3)=[N:12][N:13]=2)[C:5]([NH2:8])=[N:6][CH:7]=1.[NH:17]1[C:25]2[C:20](=[CH:21][C:22](B(O)O)=[CH:23][CH:24]=2)[CH:19]=[CH:18]1.C([O-])([O-])=O.[K+].[K+].O1CCOCC1, predict the reaction product. The product is: [CH:14]1([C:11]2[O:10][C:9]([C:4]3[C:5]([NH2:8])=[N:6][CH:7]=[C:2]([C:22]4[CH:21]=[C:20]5[C:25](=[CH:24][CH:23]=4)[NH:17][CH:18]=[CH:19]5)[CH:3]=3)=[N:13][N:12]=2)[CH2:16][CH2:15]1. (3) Given the reactants [Br:1][C:2]1[CH:7]=[CH:6][C:5]([NH2:8])=[C:4]([NH2:9])[CH:3]=1.[Cl:10][C:11]([F:16])([F:15])[C:12](O)=O, predict the reaction product. The product is: [Br:1][C:2]1[CH:7]=[CH:6][C:5]2[NH:8][C:12]([C:11]([Cl:10])([F:16])[F:15])=[N:9][C:4]=2[CH:3]=1. (4) Given the reactants Br[C:2]1[C:14](=O)[N:13]([CH:16]2[CH2:20][CH2:19][CH2:18][CH2:17]2)[C:5]2[N:6]=[C:7]([NH:11][CH3:12])[N:8]=[C:9]([CH3:10])[C:4]=2[CH:3]=1.[OH:21][CH2:22][C:23]1[CH:24]=[C:25](B(O)O)[CH:26]=[CH:27][CH:28]=1.CO.C([O-])(O)=O.[Na+], predict the reaction product. The product is: [CH:16]1([N:13]2[C:5]3[N:6]=[C:7]([NH:11][CH3:12])[N:8]=[C:9]([CH3:10])[C:4]=3[CH:3]=[C:2]([C:27]3[CH:26]=[CH:25][CH:24]=[C:23]([CH2:22][OH:21])[CH:28]=3)[CH2:14]2)[CH2:20][CH2:19][CH2:18][CH2:17]1.